From a dataset of Forward reaction prediction with 1.9M reactions from USPTO patents (1976-2016). Predict the product of the given reaction. (1) The product is: [NH2:2][C:1]1[NH:24][N:23]=[C:7]([NH:12][C:13]2[CH:21]=[CH:20][C:16]([CH2:17][C:18]#[N:19])=[CH:15][CH:14]=2)[C:3]=1[C:4]([NH2:6])=[O:5]. Given the reactants [C:1]([C:3](=[C:7](SC)SC)[C:4]([NH2:6])=[O:5])#[N:2].[NH2:12][C:13]1[CH:21]=[CH:20][C:16]([CH2:17][C:18]#[N:19])=[CH:15][CH:14]=1.O.[NH2:23][NH2:24], predict the reaction product. (2) Given the reactants Br[C:2]1[CH:3]=[C:4]([CH:19]=[CH:20][C:21]=1[C:22]([F:25])([F:24])[F:23])[CH2:5][N:6]1[CH2:11][CH2:10][N:9]([C:12]([O:14][C:15]([CH3:18])([CH3:17])[CH3:16])=[O:13])[CH2:8][CH2:7]1.CC(OC1C=CC=C(OC(C)C)C=1C1C(P(C2CCCCC2)C2CCCCC2)=CC=CC=1)C.CC(C)([O-])C.[Na+].[CH:65]12[O:72][CH:69]([CH2:70][CH2:71]1)[CH2:68][NH:67][CH2:66]2, predict the reaction product. The product is: [CH:69]12[O:72][CH:65]([CH2:71][CH2:70]1)[CH2:66][N:67]([C:2]1[CH:3]=[C:4]([CH:19]=[CH:20][C:21]=1[C:22]([F:25])([F:24])[F:23])[CH2:5][N:6]1[CH2:11][CH2:10][N:9]([C:12]([O:14][C:15]([CH3:18])([CH3:17])[CH3:16])=[O:13])[CH2:8][CH2:7]1)[CH2:68]2. (3) Given the reactants Br[C:2]1[N:6]([CH3:7])[N:5]=[C:4]([N+:8]([O-:10])=[O:9])[N:3]=1.[CH2:11]([O:13][C@@H:14]([CH2:19][C:20]1[CH:25]=[CH:24][C:23](B2OC(C)(C)C(C)(C)O2)=[CH:22][CH:21]=1)[C:15]([O:17][CH3:18])=[O:16])[CH3:12], predict the reaction product. The product is: [CH2:11]([O:13][C@@H:14]([CH2:19][C:20]1[CH:25]=[CH:24][C:23]([C:2]2[N:6]([CH3:7])[N:5]=[C:4]([N+:8]([O-:10])=[O:9])[N:3]=2)=[CH:22][CH:21]=1)[C:15]([O:17][CH3:18])=[O:16])[CH3:12].